This data is from Forward reaction prediction with 1.9M reactions from USPTO patents (1976-2016). The task is: Predict the product of the given reaction. Given the reactants [CH3:1][C:2]1[N:11]=[C:10]([N:12]2[CH2:18][C:17]3[CH:19]=[C:20]([C:23]4[CH:24]=[CH:25][C:26]([NH2:29])=[N:27][CH:28]=4)[CH:21]=[CH:22][C:16]=3[O:15][CH2:14][CH2:13]2)[C:9]2[C:4](=[CH:5][C:6]([O:30][CH3:31])=[CH:7][CH:8]=2)[N:3]=1.Br[C:33]1C=CC(N)=N[CH:38]=1.ClC1C2C(=CC(OC)=CC=2)N=C(C)N=1, predict the reaction product. The product is: [CH3:1][C:2]1[N:11]=[C:10]([N:12]2[CH2:18][C:17]3[CH:19]=[C:20]([C:23]4[CH:24]=[C:25]5[CH:38]=[CH:33][NH:29][C:26]5=[N:27][CH:28]=4)[CH:21]=[CH:22][C:16]=3[O:15][CH2:14][CH2:13]2)[C:9]2[C:4](=[CH:5][C:6]([O:30][CH3:31])=[CH:7][CH:8]=2)[N:3]=1.